Dataset: NCI-60 drug combinations with 297,098 pairs across 59 cell lines. Task: Regression. Given two drug SMILES strings and cell line genomic features, predict the synergy score measuring deviation from expected non-interaction effect. (1) Drug 1: CC1=CC=C(C=C1)C2=CC(=NN2C3=CC=C(C=C3)S(=O)(=O)N)C(F)(F)F. Drug 2: C1=NC(=NC(=O)N1C2C(C(C(O2)CO)O)O)N. Cell line: MOLT-4. Synergy scores: CSS=23.4, Synergy_ZIP=10.6, Synergy_Bliss=16.9, Synergy_Loewe=7.37, Synergy_HSA=12.9. (2) Drug 1: CC1CCC2CC(C(=CC=CC=CC(CC(C(=O)C(C(C(=CC(C(=O)CC(OC(=O)C3CCCCN3C(=O)C(=O)C1(O2)O)C(C)CC4CCC(C(C4)OC)O)C)C)O)OC)C)C)C)OC. Drug 2: CC1CCC2CC(C(=CC=CC=CC(CC(C(=O)C(C(C(=CC(C(=O)CC(OC(=O)C3CCCCN3C(=O)C(=O)C1(O2)O)C(C)CC4CCC(C(C4)OC)OCCO)C)C)O)OC)C)C)C)OC. Cell line: RPMI-8226. Synergy scores: CSS=4.78, Synergy_ZIP=-6.62, Synergy_Bliss=-0.602, Synergy_Loewe=-12.8, Synergy_HSA=-4.08.